From a dataset of Reaction yield outcomes from USPTO patents with 853,638 reactions. Predict the reaction yield, written as a fraction of the theoretical maximum amount of product (1.0 means a 100% yield; for example, 0.34 means a 34% yield). (1) The reactants are [Cl:1][C:2]1[N:3]=[C:4](Cl)[C:5]2[CH2:10][CH2:9][CH:8]([C:11]3[CH:16]=[CH:15][CH:14]=[CH:13][CH:12]=3)[C:6]=2[N:7]=1.[CH3:18][NH:19][CH3:20]. The catalyst is CO. The product is [Cl:1][C:2]1[N:3]=[C:4]([N:19]([CH3:20])[CH3:18])[C:5]2[CH2:10][CH2:9][CH:8]([C:11]3[CH:16]=[CH:15][CH:14]=[CH:13][CH:12]=3)[C:6]=2[N:7]=1. The yield is 1.00. (2) The reactants are Cl.[F:2][C:3]([F:24])([F:23])[C:4]1[CH:22]=[CH:21][CH:20]=[CH:19][C:5]=1[CH:6]([O:14][CH:15]1[CH2:18][NH:17][CH2:16]1)[C:7]1[CH:12]=[CH:11][C:10]([Cl:13])=[CH:9][CH:8]=1.[N+:25]([C:28]1[CH:33]=[CH:32][C:31]([S:34](Cl)(=[O:36])=[O:35])=[CH:30][CH:29]=1)([O-:27])=[O:26].C(=O)([O-])[O-].C(O)C(N)(CO)CO. The catalyst is ClCCl. The product is [N+:25]([C:28]1[CH:29]=[CH:30][C:31]([S:34]([N:17]2[CH2:18][CH:15]([O:14][CH:6]([C:7]3[CH:12]=[CH:11][C:10]([Cl:13])=[CH:9][CH:8]=3)[C:5]3[CH:19]=[CH:20][CH:21]=[CH:22][C:4]=3[C:3]([F:2])([F:23])[F:24])[CH2:16]2)(=[O:36])=[O:35])=[CH:32][CH:33]=1)([O-:27])=[O:26]. The yield is 0.780.